This data is from Peptide-MHC class I binding affinity with 185,985 pairs from IEDB/IMGT. The task is: Regression. Given a peptide amino acid sequence and an MHC pseudo amino acid sequence, predict their binding affinity value. This is MHC class I binding data. (1) The peptide sequence is SMKTRTAWF. The MHC is HLA-B08:02 with pseudo-sequence HLA-B08:02. The binding affinity (normalized) is 0.686. (2) The peptide sequence is RVISDGYFK. The MHC is HLA-A69:01 with pseudo-sequence HLA-A69:01. The binding affinity (normalized) is 0.0847. (3) The peptide sequence is TMCTEETKR. The MHC is HLA-A33:01 with pseudo-sequence HLA-A33:01. The binding affinity (normalized) is 0.129.